From a dataset of Reaction yield outcomes from USPTO patents with 853,638 reactions. Predict the reaction yield, written as a fraction of the theoretical maximum amount of product (1.0 means a 100% yield; for example, 0.34 means a 34% yield). (1) The reactants are CO[C:3]1[CH2:4][CH:5]([C:9]2[CH:16]=[CH:15][C:12]([C:13]#[N:14])=[CH:11][CH:10]=2)[CH2:6][CH2:7][N:8]=1.[NH2:17][C:18]1[CH:19]=[C:20]([CH:25]=[CH:26][C:27]=1[CH3:28])[C:21]([NH:23][NH2:24])=O. The product is [NH2:17][C:18]1[CH:19]=[C:20]([C:21]2[N:8]3[CH2:7][CH2:6][CH:5]([C:9]4[CH:16]=[CH:15][C:12]([C:13]#[N:14])=[CH:11][CH:10]=4)[CH2:4][C:3]3=[N:24][N:23]=2)[CH:25]=[CH:26][C:27]=1[CH3:28]. The catalyst is ClC1C=CC=CC=1Cl. The yield is 0.310. (2) The yield is 0.490. No catalyst specified. The product is [CH3:10][C:11]1[N:12]=[CH:13][N:14]([C:2]2[S:3][CH:4]=[CH:5][C:6]=2[N+:7]([O-:9])=[O:8])[CH:15]=1. The reactants are Cl[C:2]1[S:3][CH:4]=[CH:5][C:6]=1[N+:7]([O-:9])=[O:8].[CH3:10][C:11]1[N:12]=[CH:13][NH:14][CH:15]=1. (3) The reactants are [F:1][C:2]([F:19])([F:18])[C:3]1[CH:8]=[CH:7][CH:6]=[C:5]([O:9][C:10]2[CH:15]=[CH:14][C:13]([CH:16]=[CH2:17])=[CH:12][CH:11]=2)[N:4]=1.B1C2CCCC1CCC2.[OH-:29].[Na+].OO. The catalyst is C1COCC1. The product is [F:19][C:2]([F:1])([F:18])[C:3]1[N:4]=[C:5]([O:9][C:10]2[CH:15]=[CH:14][C:13]([CH2:16][CH2:17][OH:29])=[CH:12][CH:11]=2)[CH:6]=[CH:7][CH:8]=1. The yield is 0.930. (4) The reactants are [CH3:1][N:2]1[CH:6]=[C:5]([NH:7][C:8]([C:10]2[N:11]([CH3:18])[CH:12]=[C:13]([N+:15]([O-])=O)[CH:14]=2)=[O:9])[CH:4]=[C:3]1[C:19]([O:21][CH3:22])=[O:20].Cl.[H][H].[C:26]([O:30][C:31]([NH:33][C:34]1[CH:35]=[C:36]([C:40]([NH:42][C:43]2[N:44]=[C:45]([C:49](O)=[O:50])[N:46]([CH3:48])[CH:47]=2)=[O:41])[N:37]([CH3:39])[CH:38]=1)=[O:32])([CH3:29])([CH3:28])[CH3:27].C(Cl)CCl.CCN(C(C)C)C(C)C. The catalyst is [Pd].CC(N(C)C)=O.C1COCC1. The product is [C:26]([O:30][C:31]([NH:33][C:34]1[CH:35]=[C:36]([C:40]([NH:42][C:43]2[N:44]=[C:45]([C:49]([NH:15][C:13]3[CH:14]=[C:10]([C:8]([NH:7][C:5]4[CH:4]=[C:3]([C:19]([O:21][CH3:22])=[O:20])[N:2]([CH3:1])[CH:6]=4)=[O:9])[N:11]([CH3:18])[CH:12]=3)=[O:50])[N:46]([CH3:48])[CH:47]=2)=[O:41])[N:37]([CH3:39])[CH:38]=1)=[O:32])([CH3:29])([CH3:27])[CH3:28]. The yield is 0.820.